This data is from Full USPTO retrosynthesis dataset with 1.9M reactions from patents (1976-2016). The task is: Predict the reactants needed to synthesize the given product. (1) Given the product [NH2:1][C:2]1[N:3]=[C:4]([S:12][CH2:13][CH2:14][NH:15][C:16](=[O:22])[O:17][C:18]([CH3:20])([CH3:19])[CH3:21])[CH:5]=[CH:6][C:7]=1[N+:8]([O-:10])=[O:9], predict the reactants needed to synthesize it. The reactants are: [NH2:1][C:2]1[C:7]([N+:8]([O-:10])=[O:9])=[CH:6][CH:5]=[C:4](Cl)[N:3]=1.[SH:12][CH2:13][CH2:14][NH:15][C:16](=[O:22])[O:17][C:18]([CH3:21])([CH3:20])[CH3:19].N12CCCN=C1CCCCC2. (2) Given the product [CH:11]1[C:12]2[C:7](=[CH:6][C:5]3[C:14]([C:13]=2[CH2:15][N:16]([CH2:25][CH3:26])[CH2:17][CH2:18][CH2:19][NH:33][CH2:32][CH2:31][CH2:30][O:29][CH2:27][CH3:28])=[CH:1][CH:2]=[CH:3][CH:4]=3)[CH:8]=[CH:9][CH:10]=1, predict the reactants needed to synthesize it. The reactants are: [CH:1]1[C:14]2[C:5](=[CH:6][C:7]3[C:12]([C:13]=2[CH2:15][N:16]([CH2:25][CH3:26])[CH2:17][CH2:18][CH2:19]OS(C)(=O)=O)=[CH:11][CH:10]=[CH:9][CH:8]=3)[CH:4]=[CH:3][CH:2]=1.[CH2:27]([O:29][CH2:30][CH2:31][CH2:32][NH2:33])[CH3:28]. (3) Given the product [O:19]=[C:13]([CH2:14][CH2:15][CH2:16][C:17]#[CH:18])[CH2:1][P:2](=[O:7])([O:5][CH3:6])[O:3][CH3:4], predict the reactants needed to synthesize it. The reactants are: [CH3:1][P:2](=[O:7])([O:5][CH3:6])[O:3][CH3:4].[Li]CCCC.[C:13](OC)(=[O:19])[C:14]#[C:15][CH2:16][CH2:17][CH3:18]. (4) Given the product [F:14][C:12]1[CH:11]=[CH:10][C:9]([N+:15]([O-:17])=[O:16])=[C:8]([CH:13]=1)[O:18][CH2:1][C:2]1([CH3:5])[CH2:3][O:4][C:2]([CH3:3])([CH3:1])[O:4]1, predict the reactants needed to synthesize it. The reactants are: [CH3:1][C:2]([CH3:5])([O-:4])[CH3:3].[K+].F[C:8]1[CH:13]=[C:12]([F:14])[CH:11]=[CH:10][C:9]=1[N+:15]([O-:17])=[O:16].[OH2:18].